This data is from Forward reaction prediction with 1.9M reactions from USPTO patents (1976-2016). The task is: Predict the product of the given reaction. (1) Given the reactants [I:1][C:2]1[CH:6]=[CH:5][NH:4][N:3]=1.[H-].[Na+].F[C:10]1[CH:15]=[CH:14][N:13]=[C:12]([O:16][CH3:17])[CH:11]=1, predict the reaction product. The product is: [I:1][C:2]1[CH:6]=[CH:5][N:4]([C:10]2[CH:15]=[CH:14][N:13]=[C:12]([O:16][CH3:17])[CH:11]=2)[N:3]=1. (2) The product is: [C:10]1([C:4]2[CH:3]=[N:2][NH:18][C:5]=2[CH2:6][CH2:7][CH3:8])[CH:15]=[CH:14][CH:13]=[CH:12][CH:11]=1. Given the reactants C[N:2](C)[CH:3]=[C:4]([C:10]1[CH:15]=[CH:14][CH:13]=[CH:12][CH:11]=1)[C:5](=O)[CH2:6][CH2:7][CH3:8].O.[NH2:18]N, predict the reaction product. (3) The product is: [CH3:13][O:14][C:15](=[O:28])[CH:16]([C:17]1[CH:22]=[CH:21][CH:20]=[C:19]([S:23][C:24]([F:27])([F:25])[F:26])[CH:18]=1)[CH2:30][CH:31]1[CH2:35][CH2:34][CH2:33][CH2:32]1. Given the reactants C(NC(C)C)(C)C.C([Li])CCC.[CH3:13][O:14][C:15](=[O:28])[CH2:16][C:17]1[CH:22]=[CH:21][CH:20]=[C:19]([S:23][C:24]([F:27])([F:26])[F:25])[CH:18]=1.I[CH2:30][CH:31]1[CH2:35][CH2:34][CH2:33][CH2:32]1, predict the reaction product. (4) Given the reactants Cl[C:2]1[CH:7]=[C:6]([CH:8]([CH3:10])[CH3:9])[C:5]([OH:11])=[C:4]([N+:12]([O-])=O)[C:3]=1[CH3:15], predict the reaction product. The product is: [NH2:12][C:4]1[C:3]([CH3:15])=[CH:2][CH:7]=[C:6]([CH:8]([CH3:9])[CH3:10])[C:5]=1[OH:11]. (5) Given the reactants O1CCN(CCOC2C=CN=C(N)C=2)CC1.[O:17]1[CH2:22][CH2:21][N:20]([CH2:23][CH2:24][O:25][C:26]2[CH:31]=[CH:30][N:29]3[C:32]([C:35]([O:37][CH2:38][CH3:39])=[O:36])=[CH:33][N:34]=[C:28]3[CH:27]=2)[CH2:19][CH2:18]1.O.[OH-].[Li+:42], predict the reaction product. The product is: [CH2:38]([O:37][C:35]([C:32]1[N:29]2[CH:30]=[CH:31][C:26]([O:25][CH2:24][CH2:23][N:20]3[CH2:19][CH2:18][O:17][CH2:22][CH2:21]3)=[CH:27][C:28]2=[N:34][CH:33]=1)=[O:36])[CH3:39].[O:17]1[CH2:22][CH2:21][N:20]([CH2:23][CH2:24][O:25][C:26]2[CH:31]=[CH:30][N:29]3[C:32]([C:35]([O-:37])=[O:36])=[CH:33][N:34]=[C:28]3[CH:27]=2)[CH2:19][CH2:18]1.[Li+:42]. (6) Given the reactants I[C:2]1[C:10]2[C:5](=[CH:6][CH:7]=[C:8]([C:11]([NH:13][CH2:14][C:15]3[CH:20]=[CH:19][CH:18]=[CH:17][C:16]=3[CH2:21][N:22]3[CH2:27][CH2:26][O:25][CH2:24][CH2:23]3)=[O:12])[CH:9]=2)[NH:4][N:3]=1.[CH3:28][N:29]1[CH2:34][CH2:33][CH:32]([O:35][C:36]2[CH:41]=[CH:40][C:39](B3OC(C)(C)C(C)(C)O3)=[CH:38][CH:37]=2)[CH2:31][CH2:30]1.C([O-])([O-])=O.[Na+].[Na+].C1(C)C=CC=CC=1, predict the reaction product. The product is: [CH3:28][N:29]1[CH2:34][CH2:33][CH:32]([O:35][C:36]2[CH:41]=[CH:40][C:39]([C:2]3[C:10]4[C:5](=[CH:6][CH:7]=[C:8]([C:11]([NH:13][CH2:14][C:15]5[CH:20]=[CH:19][CH:18]=[CH:17][C:16]=5[CH2:21][N:22]5[CH2:27][CH2:26][O:25][CH2:24][CH2:23]5)=[O:12])[CH:9]=4)[NH:4][N:3]=3)=[CH:38][CH:37]=2)[CH2:31][CH2:30]1. (7) Given the reactants [C:1]([CH2:3][NH:4][C:5](=[O:27])[CH:6]([S:11][C:12]1[CH:17]=[CH:16][C:15](B2OC(C)(C)C(C)(C)O2)=[CH:14][CH:13]=1)[CH2:7][CH:8]([CH3:10])[CH3:9])#[N:2].Br[C:29]1[CH:43]=[CH:42][C:32]([CH2:33][NH:34][C:35](=[O:41])[O:36][C:37]([CH3:40])([CH3:39])[CH3:38])=[CH:31][CH:30]=1.C(=O)([O-])[O-].[Na+].[Na+].C([O-])(O)=O.[Na+], predict the reaction product. The product is: [C:1]([CH2:3][NH:4][C:5]([CH:6]([S:11][C:12]1[CH:13]=[CH:14][C:15]([C:29]2[CH:30]=[CH:31][C:32]([CH2:33][NH:34][C:35](=[O:41])[O:36][C:37]([CH3:39])([CH3:38])[CH3:40])=[CH:42][CH:43]=2)=[CH:16][CH:17]=1)[CH2:7][CH:8]([CH3:9])[CH3:10])=[O:27])#[N:2]. (8) Given the reactants [C:1]([Si:5]([CH3:30])([CH3:29])[O:6][C@H:7]1[CH2:15][CH2:14][CH2:13][C@@:12]2([CH3:16])[C@H:8]1[CH2:9][CH2:10][C@@H:11]2[C@@:17]([CH3:28])([CH2:21][CH2:22][CH2:23][C:24]([OH:27])([CH3:26])[CH3:25])[CH2:18][CH:19]=O)([CH3:4])([CH3:3])[CH3:2].[CH3:31]OP(=O)OC.C(=O)([O-])[O-].[K+].[K+].O, predict the reaction product. The product is: [C:1]([Si:5]([CH3:29])([CH3:30])[O:6][C@H:7]1[CH2:15][CH2:14][CH2:13][C@@:12]2([CH3:16])[C@H:8]1[CH2:9][CH2:10][C@@H:11]2[C@:17]([CH3:28])([CH2:18][C:19]#[CH:31])[CH2:21][CH2:22][CH2:23][C:24]([CH3:26])([OH:27])[CH3:25])([CH3:3])([CH3:2])[CH3:4]. (9) Given the reactants [C:1]([OH:6])(=O)[C:2]([CH3:4])=[O:3].[Br:7][C:8]1[CH:13]=[C:12]([NH2:14])[CH:11]=[CH:10][N:9]=1, predict the reaction product. The product is: [Br:7][C:8]1[CH:13]=[C:12]([NH:14][C:1](=[O:6])[C:2](=[O:3])[CH3:4])[CH:11]=[CH:10][N:9]=1.